This data is from NCI-60 drug combinations with 297,098 pairs across 59 cell lines. The task is: Regression. Given two drug SMILES strings and cell line genomic features, predict the synergy score measuring deviation from expected non-interaction effect. (1) Synergy scores: CSS=0.248, Synergy_ZIP=2.03, Synergy_Bliss=1.38, Synergy_Loewe=2.20, Synergy_HSA=-0.439. Drug 2: CC(C)(C#N)C1=CC(=CC(=C1)CN2C=NC=N2)C(C)(C)C#N. Drug 1: CC1=CC=C(C=C1)C2=CC(=NN2C3=CC=C(C=C3)S(=O)(=O)N)C(F)(F)F. Cell line: SF-539. (2) Drug 1: C1=NC(=NC(=O)N1C2C(C(C(O2)CO)O)O)N. Drug 2: C1C(C(OC1N2C=NC(=NC2=O)N)CO)O. Cell line: OVCAR-5. Synergy scores: CSS=29.1, Synergy_ZIP=-9.53, Synergy_Bliss=-3.00, Synergy_Loewe=0.546, Synergy_HSA=1.22. (3) Drug 1: CC1=C2C(C(=O)C3(C(CC4C(C3C(C(C2(C)C)(CC1OC(=O)C(C(C5=CC=CC=C5)NC(=O)OC(C)(C)C)O)O)OC(=O)C6=CC=CC=C6)(CO4)OC(=O)C)O)C)O. Drug 2: C1=NC2=C(N1)C(=S)N=CN2. Cell line: OVCAR-8. Synergy scores: CSS=53.4, Synergy_ZIP=0.747, Synergy_Bliss=-5.64, Synergy_Loewe=-25.9, Synergy_HSA=-7.34. (4) Drug 1: C1CC(=O)NC(=O)C1N2C(=O)C3=CC=CC=C3C2=O. Drug 2: C1C(C(OC1N2C=NC3=C2NC=NCC3O)CO)O. Cell line: U251. Synergy scores: CSS=-8.15, Synergy_ZIP=2.86, Synergy_Bliss=-4.20, Synergy_Loewe=-15.0, Synergy_HSA=-9.84. (5) Drug 1: CC1C(C(CC(O1)OC2CC(CC3=C2C(=C4C(=C3O)C(=O)C5=C(C4=O)C(=CC=C5)OC)O)(C(=O)C)O)N)O.Cl. Drug 2: CN(C)C1=NC(=NC(=N1)N(C)C)N(C)C. Cell line: LOX IMVI. Synergy scores: CSS=44.4, Synergy_ZIP=12.0, Synergy_Bliss=9.05, Synergy_Loewe=-7.94, Synergy_HSA=11.7. (6) Drug 1: CC1C(C(CC(O1)OC2CC(CC3=C2C(=C4C(=C3O)C(=O)C5=C(C4=O)C(=CC=C5)OC)O)(C(=O)CO)O)N)O.Cl. Drug 2: C1CNP(=O)(OC1)N(CCCl)CCCl. Cell line: A549. Synergy scores: CSS=-3.11, Synergy_ZIP=2.51, Synergy_Bliss=1.18, Synergy_Loewe=-1.70, Synergy_HSA=-1.82. (7) Drug 1: CN1C2=C(C=C(C=C2)N(CCCl)CCCl)N=C1CCCC(=O)O.Cl. Drug 2: CC(C)CN1C=NC2=C1C3=CC=CC=C3N=C2N. Cell line: COLO 205. Synergy scores: CSS=9.75, Synergy_ZIP=-6.02, Synergy_Bliss=-3.87, Synergy_Loewe=-3.39, Synergy_HSA=-3.37.